Predict the reactants needed to synthesize the given product. From a dataset of Full USPTO retrosynthesis dataset with 1.9M reactions from patents (1976-2016). Given the product [C:1]([N:7]1[C:8]([CH3:14])=[C:9]([C:11](=[O:13])[CH3:12])[N:10]=[C:6]1[CH3:5])(=[O:3])[CH3:2], predict the reactants needed to synthesize it. The reactants are: [C:1](Cl)(=[O:3])[CH3:2].[CH3:5][C:6]1[NH:10][C:9]([C:11](=[O:13])[CH3:12])=[C:8]([CH3:14])[N:7]=1.C(N(CC)CC)C.